Dataset: Catalyst prediction with 721,799 reactions and 888 catalyst types from USPTO. Task: Predict which catalyst facilitates the given reaction. Reactant: [CH3:1][C:2]1[N:3]([C@@H:15]([CH:17]2[CH2:22][CH2:21][NH:20][CH2:19][CH2:18]2)[CH3:16])[C:4]2[C:9]([C:10]=1[C:11]([O:13][CH3:14])=[O:12])=[CH:8][CH:7]=[CH:6][CH:5]=2.C(N(C(C)C)C(C)C)C.[F:32][C:33]([F:38])([CH3:37])[C:34](Cl)=[O:35]. Product: [F:32][C:33]([F:38])([CH3:37])[C:34]([N:20]1[CH2:19][CH2:18][CH:17]([C@H:15]([N:3]2[C:4]3[C:9](=[CH:8][CH:7]=[CH:6][CH:5]=3)[C:10]([C:11]([O:13][CH3:14])=[O:12])=[C:2]2[CH3:1])[CH3:16])[CH2:22][CH2:21]1)=[O:35]. The catalyst class is: 2.